Dataset: Full USPTO retrosynthesis dataset with 1.9M reactions from patents (1976-2016). Task: Predict the reactants needed to synthesize the given product. (1) Given the product [ClH:1].[Cl:1][C:2]1[CH:3]=[C:4]([CH:31]=[CH:32][C:33]=1[Cl:34])[CH2:5][C@@H:6]1[CH2:11][N:10]([CH2:12][CH2:13][OH:14])[CH2:9][CH2:8][N:7]1[C:15](=[O:30])[C:16]1[CH:17]=[C:18]([C:26]([F:28])([F:27])[F:29])[CH:19]=[C:20]([C:22]([F:25])([F:24])[F:23])[CH:21]=1, predict the reactants needed to synthesize it. The reactants are: [Cl:1][C:2]1[CH:3]=[C:4]([CH:31]=[CH:32][C:33]=1[Cl:34])[CH2:5][C@@H:6]1[CH2:11][N:10]([CH2:12][CH2:13][OH:14])[CH2:9][CH2:8][N:7]1[C:15](=[O:30])[C:16]1[CH:21]=[C:20]([C:22]([F:25])([F:24])[F:23])[CH:19]=[C:18]([C:26]([F:29])([F:28])[F:27])[CH:17]=1.Cl. (2) Given the product [ClH:27].[Cl:27][C:22]1[CH:23]=[C:24]2[C:19](=[CH:20][CH:21]=1)[CH:18]=[C:17]([S:14]([N:11]1[CH2:12][CH2:13][NH:8][CH:9]([CH2:28][C:29]([N:32]3[CH2:37][CH2:36][O:35][CH2:34][CH2:33]3)=[O:31])[CH2:10]1)(=[O:16])=[O:15])[CH:26]=[CH:25]2, predict the reactants needed to synthesize it. The reactants are: C(OC([N:8]1[CH2:13][CH2:12][N:11]([S:14]([C:17]2[CH:26]=[CH:25][C:24]3[C:19](=[CH:20][CH:21]=[C:22]([Cl:27])[CH:23]=3)[CH:18]=2)(=[O:16])=[O:15])[CH2:10][CH:9]1[CH2:28][C:29]([OH:31])=O)=O)(C)(C)C.[NH:32]1[CH2:37][CH2:36][O:35][CH2:34][CH2:33]1.